Dataset: Full USPTO retrosynthesis dataset with 1.9M reactions from patents (1976-2016). Task: Predict the reactants needed to synthesize the given product. (1) The reactants are: Cl.[F:2][C:3]1[CH:8]=[CH:7][C:6]([NH:9][C:10]2[CH:15]=[CH:14][N:13]=[C:12]([NH:16][C:17]3[CH:22]=[CH:21][C:20]([S:23]([Cl:26])(=[O:25])=[O:24])=[CH:19][CH:18]=3)[N:11]=2)=[CH:5][C:4]=1[CH3:27].C(OC(=O)[NH:34][CH2:35][CH2:36][NH:37][CH:38]1[CH2:43][CH2:42][N:41]([CH3:44])[CH2:40][CH2:39]1)(C)(C)C. Given the product [ClH:26].[NH2:34][CH2:35][CH2:36][N:37]([CH:38]1[CH2:39][CH2:40][N:41]([CH3:44])[CH2:42][CH2:43]1)[S:23]([C:20]1[CH:21]=[CH:22][C:17]([NH:16][C:12]2[N:11]=[C:10]([NH:9][C:6]3[CH:7]=[CH:8][C:3]([F:2])=[C:4]([CH3:27])[CH:5]=3)[CH:15]=[CH:14][N:13]=2)=[CH:18][CH:19]=1)(=[O:25])=[O:24], predict the reactants needed to synthesize it. (2) Given the product [CH2:1]([O:8][C:9]1[CH:10]=[C:11]([S:15][C:16]2[CH:17]=[C:18]3[C:23](=[CH:24][CH:25]=2)[CH:22]=[C:21]([C@:26]([NH:30][C:31](=[O:37])[O:32][C:33]([CH3:36])([CH3:35])[CH3:34])([CH3:29])[CH2:27][O:28][P:51]([O:52][C:53]([CH3:54])([CH3:55])[CH3:56])([O:57][C:58]([CH3:59])([CH3:60])[CH3:61])=[O:43])[CH:20]=[CH:19]3)[CH:12]=[CH:13][CH:14]=1)[C:2]1[CH:7]=[CH:6][CH:5]=[CH:4][CH:3]=1, predict the reactants needed to synthesize it. The reactants are: [CH2:1]([O:8][C:9]1[CH:10]=[C:11]([S:15][C:16]2[CH:17]=[C:18]3[C:23](=[CH:24][CH:25]=2)[CH:22]=[C:21]([C@:26]([NH:30][C:31](=[O:37])[O:32][C:33]([CH3:36])([CH3:35])[CH3:34])([CH3:29])[CH2:27][OH:28])[CH:20]=[CH:19]3)[CH:12]=[CH:13][CH:14]=1)[C:2]1[CH:7]=[CH:6][CH:5]=[CH:4][CH:3]=1.N1C=NN=N1.[O:43]1CCCC1.C(N(CC)[P:51]([O:57][C:58]([CH3:61])([CH3:60])[CH3:59])[O:52][C:53]([CH3:56])([CH3:55])[CH3:54])C.OO. (3) Given the product [Cl:1][C:2]1[CH:7]=[CH:6][C:5]([C@H:8]([N:67]2[CH:68]=[CH:69][C:64]([C:62]3[CH:61]=[CH:60][N:59]=[C:58]([S:57][CH3:56])[N:63]=3)=[CH:65][C:66]2=[O:70])[C@H:9]2[CH2:13][CH2:12][CH2:11][N:10]2[C:14]([O:16][C:17]([CH3:20])([CH3:19])[CH3:18])=[O:15])=[CH:4][C:3]=1[F:22], predict the reactants needed to synthesize it. The reactants are: [Cl:1][C:2]1[CH:7]=[CH:6][C:5]([C@@H:8](O)[C@H:9]2[CH2:13][CH2:12][CH2:11][N:10]2[C:14]([O:16][C:17]([CH3:20])([CH3:19])[CH3:18])=[O:15])=[CH:4][C:3]=1[F:22].C1(P(C2C=CC=CC=2)C2C=CC=CC=2)C=CC=CC=1.N(C(OC(C)C)=O)=NC(OC(C)C)=O.[CH3:56][S:57][C:58]1[N:63]=[C:62]([C:64]2[CH:69]=[CH:68][NH:67][C:66](=[O:70])[CH:65]=2)[CH:61]=[CH:60][N:59]=1.